Predict the product of the given reaction. From a dataset of Forward reaction prediction with 1.9M reactions from USPTO patents (1976-2016). (1) Given the reactants [C:1]1([CH3:18])[CH:6]=[CH:5][C:4]([S:7]([N:10]2[CH2:17][CH2:16][CH2:15][C@H:11]2[C:12]([OH:14])=O)(=[O:9])=[O:8])=[CH:3][CH:2]=1.C1(C)C(S(O)(=O)=O)=CC=CC=1.[CH2:30]([O:37][C:38](=[O:48])[C@H:39]([CH2:41][C:42]1[CH:47]=[CH:46][CH:45]=[CH:44][CH:43]=1)[NH2:40])[C:31]1[CH:36]=[CH:35][CH:34]=[CH:33][CH:32]=1, predict the reaction product. The product is: [CH2:30]([O:37][C:38](=[O:48])[C@H:39]([CH2:41][C:42]1[CH:47]=[CH:46][CH:45]=[CH:44][CH:43]=1)[NH:40][C:12](=[O:14])[C@@H:11]1[CH2:15][CH2:16][CH2:17][N:10]1[S:7]([C:4]1[CH:3]=[CH:2][C:1]([CH3:18])=[CH:6][CH:5]=1)(=[O:8])=[O:9])[C:31]1[CH:32]=[CH:33][CH:34]=[CH:35][CH:36]=1. (2) Given the reactants [N:1]1([C:7]2[CH:8]=[CH:9][C:10]3[O:14][C:13]([C:15](OC)=[O:16])=[CH:12][C:11]=3[CH:19]=2)[CH2:6][CH2:5][NH:4][CH2:3][CH2:2]1.[NH3:20].Cl, predict the reaction product. The product is: [N:1]1([C:7]2[CH:8]=[CH:9][C:10]3[O:14][C:13]([C:15]([NH2:20])=[O:16])=[CH:12][C:11]=3[CH:19]=2)[CH2:6][CH2:5][NH:4][CH2:3][CH2:2]1. (3) Given the reactants [Mg+2].[Cl-].[Cl-].C=O.C1C[O:9][CH2:8]C1.[Br:11][C:12]1[CH:17]=[CH:16][CH:15]=[CH:14][C:13]=1[OH:18], predict the reaction product. The product is: [Br:11][C:12]1[C:13]([OH:18])=[C:14]([CH:15]=[CH:16][CH:17]=1)[CH:8]=[O:9]. (4) Given the reactants [F:1][CH:2]([F:9])[C:3]1[NH:7][N:6]=[C:5]([NH2:8])[CH:4]=1.[Cl:10][C:11]1[N:16]=[C:15](Cl)[CH:14]=[CH:13][N:12]=1.CCN(C(C)C)C(C)C, predict the reaction product. The product is: [Cl:10][C:11]1[N:16]=[C:15]([NH:8][C:5]2[CH:4]=[C:3]([CH:2]([F:9])[F:1])[NH:7][N:6]=2)[CH:14]=[CH:13][N:12]=1. (5) Given the reactants Cl[C:2]1[C:3]2[N:4]([CH:10]=[CH:11][CH:12]=2)[N:5]=[CH:6][C:7]=1[C:8]#[N:9].[Cl:13][C:14]1[CH:19]=[CH:18][CH:17]=[CH:16][C:15]=1[CH:20]([N:23]1[CH2:28][CH2:27][N:26]([CH3:29])[CH2:25][CH2:24]1)[CH2:21][NH2:22].CCN(C(C)C)C(C)C, predict the reaction product. The product is: [Cl:13][C:14]1[CH:19]=[CH:18][CH:17]=[CH:16][C:15]=1[CH:20]([N:23]1[CH2:28][CH2:27][N:26]([CH3:29])[CH2:25][CH2:24]1)[CH2:21][NH:22][C:2]1[C:3]2[N:4]([CH:10]=[CH:11][CH:12]=2)[N:5]=[CH:6][C:7]=1[C:8]#[N:9].